From a dataset of Peptide-MHC class I binding affinity with 185,985 pairs from IEDB/IMGT. Regression. Given a peptide amino acid sequence and an MHC pseudo amino acid sequence, predict their binding affinity value. This is MHC class I binding data. The peptide sequence is RLQHLVAEI. The MHC is HLA-A02:01 with pseudo-sequence HLA-A02:01. The binding affinity (normalized) is 0.542.